This data is from Reaction yield outcomes from USPTO patents with 853,638 reactions. The task is: Predict the reaction yield, written as a fraction of the theoretical maximum amount of product (1.0 means a 100% yield; for example, 0.34 means a 34% yield). (1) The reactants are Cl.[CH3:2][O:3][NH:4][CH3:5].[C:6]([CH:9]1[CH:11]([CH3:12])[CH:10]1[C:13]([O:15][CH3:16])=[O:14])(Cl)=[O:7].N1C=CC=CC=1. No catalyst specified. The product is [CH3:2][O:3][N:4]([CH3:5])[C:6]([CH:9]1[CH:11]([CH3:12])[CH:10]1[C:13]([O:15][CH3:16])=[O:14])=[O:7]. The yield is 0.850. (2) The product is [NH2:34][C:27]1[N:28]=[C:29]([NH2:33])[C:30]([C:31]#[N:32])=[C:25]([NH:24][C@H:22]([C:13]2[N:12]=[C:11]3[C:7]([OH:6])=[CH:8][N:9]([CH3:35])[C:10]3=[CH:15][C:14]=2[N:16]2[CH2:21][CH2:20][O:19][CH2:18][CH2:17]2)[CH3:23])[N:26]=1. The reactants are [OH-].[Na+].C([O:6][C:7]1[C:11]2=[N:12][C:13]([C@@H:22]([NH:24][C:25]3[C:30]([C:31]#[N:32])=[C:29]([NH2:33])[N:28]=[C:27]([NH2:34])[N:26]=3)[CH3:23])=[C:14]([N:16]3[CH2:21][CH2:20][O:19][CH2:18][CH2:17]3)[CH:15]=[C:10]2[N:9]([CH3:35])[CH:8]=1)(=O)C.C(=O)(O)[O-].[Na+]. The catalyst is CO. The yield is 0.0704.